Dataset: Forward reaction prediction with 1.9M reactions from USPTO patents (1976-2016). Task: Predict the product of the given reaction. (1) Given the reactants [NH2:1][C:2]1([C:5]([OH:7])=[O:6])[CH2:4][CH2:3]1.O.C([O-])(O)=O.[Na+].[CH3:14][C:15]([O:18][C:19](O[C:19]([O:18][C:15]([CH3:17])([CH3:16])[CH3:14])=[O:20])=[O:20])([CH3:17])[CH3:16], predict the reaction product. The product is: [C:15]([O:18][C:19]([NH:1][C:2]1([C:5]([OH:7])=[O:6])[CH2:4][CH2:3]1)=[O:20])([CH3:17])([CH3:16])[CH3:14]. (2) The product is: [CH3:24][C:21]1[N:20]2[C:15]3[CH:14]=[C:13]([CH3:25])[N:12]([CH2:11][C:10]4[CH:26]=[CH:27][C:7]([OH:6])=[CH:8][CH:9]=4)[C:16]=3[CH:17]=[CH:18][C:19]2=[N:23][N:22]=1. Given the reactants B(Br)(Br)Br.C[O:6][C:7]1[CH:27]=[CH:26][C:10]([CH2:11][N:12]2[C:16]3[CH:17]=[CH:18][C:19]4[N:20]([C:21]([CH3:24])=[N:22][N:23]=4)[C:15]=3[CH:14]=[C:13]2[CH3:25])=[CH:9][CH:8]=1, predict the reaction product. (3) Given the reactants C(OC([N:8]1[CH2:16][C:15]2[C:10](=[CH:11][C:12]([CH3:18])=[C:13]([Cl:17])[CH:14]=2)[CH2:9]1)=O)(C)(C)C.Cl, predict the reaction product. The product is: [ClH:17].[Cl:17][C:13]1[CH:14]=[C:15]2[C:10](=[CH:11][C:12]=1[CH3:18])[CH2:9][NH:8][CH2:16]2. (4) Given the reactants Br[C:2]1[CH:3]=[CH:4][C:5]([C:8]([F:11])([F:10])[F:9])=[N:6][CH:7]=1.CON(C)[C:15]([C:17]1[CH:18]=[N:19][N:20]([CH3:22])[CH:21]=1)=[O:16].Cl, predict the reaction product. The product is: [CH3:22][N:20]1[CH:21]=[C:17]([C:15]([C:2]2[CH:7]=[N:6][C:5]([C:8]([F:11])([F:10])[F:9])=[CH:4][CH:3]=2)=[O:16])[CH:18]=[N:19]1. (5) Given the reactants N1C(C)=CC=CC=1C.[Cl:9][C:10]1[CH:31]=[CH:30][CH:29]=[C:28]([Cl:32])[C:11]=1[C:12]([NH:14][C@H:15]([C:24]([O:26][CH3:27])=[O:25])[CH2:16][C:17]1[CH:22]=[CH:21][C:20]([OH:23])=[CH:19][CH:18]=1)=[O:13].[F:33][C:34]([F:47])([F:46])[S:35](O[S:35]([C:34]([F:47])([F:46])[F:33])(=[O:37])=[O:36])(=[O:37])=[O:36].CCCC(C)C, predict the reaction product. The product is: [Cl:9][C:10]1[CH:31]=[CH:30][CH:29]=[C:28]([Cl:32])[C:11]=1[C:12]([NH:14][C@H:15]([C:24]([O:26][CH3:27])=[O:25])[CH2:16][C:17]1[CH:18]=[CH:19][C:20]([O:23][S:35]([C:34]([F:47])([F:46])[F:33])(=[O:37])=[O:36])=[CH:21][CH:22]=1)=[O:13]. (6) Given the reactants [NH2:1][NH2:2].C([N:5]([CH2:8][CH3:9])[CH2:6][CH3:7])C.[CH2:10](Cl)Cl.[CH2:13]1[CH2:17]OC[CH2:14]1, predict the reaction product. The product is: [CH:8]([N:5]([CH:13]([CH3:17])[CH3:14])[CH2:6][CH3:7])([CH3:9])[CH3:10].[NH2:1][NH2:2].